This data is from Reaction yield outcomes from USPTO patents with 853,638 reactions. The task is: Predict the reaction yield, written as a fraction of the theoretical maximum amount of product (1.0 means a 100% yield; for example, 0.34 means a 34% yield). (1) The reactants are [CH:1]1([C:7]2[S:8][C:9]3[C:15]([O:16]C)=[CH:14][CH:13]=[C:12]([O:18]C)[C:10]=3[N:11]=2)[CH2:6][CH2:5][CH2:4][CH2:3][CH2:2]1.[Ce+4].[N+]([O-])([O-])=O.[NH4+]. The product is [CH:1]1([C:7]2[S:8][C:9]3[C:15](=[O:16])[CH:14]=[CH:13][C:12](=[O:18])[C:10]=3[N:11]=2)[CH2:2][CH2:3][CH2:4][CH2:5][CH2:6]1. The catalyst is C(#N)C.O. The yield is 0.880. (2) The reactants are Cl[C:2]1[CH:11]=[CH:10][C:9]2[C:4](=[C:5]([Cl:21])[CH:6]=[CH:7][C:8]=2[O:12][CH2:13][CH2:14][N:15]2[CH2:20][CH2:19][O:18][CH2:17][CH2:16]2)[N:3]=1.[NH2:22][C:23]1[C:28]([N+:29]([O-:31])=[O:30])=[CH:27][CH:26]=[CH:25][N:24]=1.[C:32]([O-])([O-])=O.[Cs+].[Cs+]. The catalyst is CC(O)(C)C.CC([O-])=O.CC([O-])=O.[Pd+2].CC1(C)C2C(=C(P(C3C=CC=CC=3)C3C=CC=CC=3)C=CC=2)OC2C(P(C3C=CC=CC=3)C3C=CC=CC=3)=CC=CC1=2. The product is [Cl:21][C:5]1[CH:6]=[CH:7][C:8]([O:12][CH2:13][CH2:14][N:15]2[CH2:20][CH2:19][O:18][CH2:17][CH2:16]2)=[C:9]2[C:4]=1[N:3]=[C:2]([NH:22][C:23]1[C:28]([N+:29]([O-:31])=[O:30])=[C:27]([CH3:32])[CH:26]=[CH:25][N:24]=1)[CH:11]=[CH:10]2. The yield is 0.370. (3) The reactants are [ClH:1].O1CCOCC1.C(OC([N:15]1[CH2:20][CH2:19][C:18]([NH:32]C(OC(C)(C)C)=O)([C:21](=[O:31])[NH:22][CH2:23][C:24]2[CH:29]=[CH:28][C:27]([Cl:30])=[CH:26][CH:25]=2)[CH2:17][CH2:16]1)=O)(C)(C)C. The catalyst is CO. The product is [ClH:30].[ClH:1].[Cl:30][C:27]1[CH:26]=[CH:25][C:24]([CH2:23][NH:22][C:21]([C:18]2([NH2:32])[CH2:17][CH2:16][NH:15][CH2:20][CH2:19]2)=[O:31])=[CH:29][CH:28]=1. The yield is 1.00. (4) The reactants are Cl[C:2]1[N:7]=[CH:6][C:5]([C:8](=[O:10])[CH3:9])=[CH:4][CH:3]=1.[F:11][CH:12]([F:15])[CH2:13][OH:14]. No catalyst specified. The product is [F:11][CH:12]([F:15])[CH2:13][O:14][C:2]1[N:7]=[CH:6][C:5]([C:8](=[O:10])[CH3:9])=[CH:4][CH:3]=1. The yield is 0.710. (5) The reactants are [C:1]([O:5][C:6]([N:8]([C:13]1[CH:27]=[CH:26][C:16]([C:17]([O:19][C:20]([CH3:25])([CH3:24])[C:21]([OH:23])=[O:22])=[O:18])=[CH:15][C:14]=1[O:28][CH2:29][CH:30]1[CH2:32][CH2:31]1)[S:9]([CH3:12])(=[O:11])=[O:10])=[O:7])([CH3:4])([CH3:3])[CH3:2].C(Cl)CCl.[Cl:37][C:38]1[CH:39]=[N+:40]([O-:63])[CH:41]=[C:42]([Cl:62])[C:43]=1[CH2:44][C@@H:45]([C:47]1[CH:52]=[CH:51][C:50]([O:53][CH:54]([F:56])[F:55])=[C:49]([O:57][CH2:58][CH:59]2[CH2:61][CH2:60]2)[CH:48]=1)O. The catalyst is C(Cl)Cl.CN(C1C=CN=CC=1)C. The product is [C:1]([O:5][C:6]([N:8]([C:13]1[CH:27]=[CH:26][C:16]([C:17]([O:19][C:20]([CH3:25])([CH3:24])[C:21]([O:23][C@H:45]([C:47]2[CH:52]=[CH:51][C:50]([O:53][CH:54]([F:55])[F:56])=[C:49]([O:57][CH2:58][CH:59]3[CH2:60][CH2:61]3)[CH:48]=2)[CH2:44][C:43]2[C:42]([Cl:62])=[CH:41][N+:40]([O-:63])=[CH:39][C:38]=2[Cl:37])=[O:22])=[O:18])=[CH:15][C:14]=1[O:28][CH2:29][CH:30]1[CH2:31][CH2:32]1)[S:9]([CH3:12])(=[O:10])=[O:11])=[O:7])([CH3:2])([CH3:3])[CH3:4]. The yield is 0.302. (6) The reactants are Br[C:2]1[CH:3]=[C:4]([C:16]([NH:18][CH2:19][C:20]2[C:21](=[O:28])[NH:22][C:23]([CH3:27])=[CH:24][C:25]=2[CH3:26])=[O:17])[C:5]2[CH:6]=[N:7][N:8]([CH:11]3[CH2:15][CH2:14][CH2:13][CH2:12]3)[C:9]=2[CH:10]=1.[CH:29]([C:31]1[O:35][C:34](B(O)O)=[CH:33][CH:32]=1)=[O:30].C([O-])([O-])=O.[Cs+].[Cs+]. The catalyst is O1CCOCC1.O.C1C=CC([P]([Pd]([P](C2C=CC=CC=2)(C2C=CC=CC=2)C2C=CC=CC=2)([P](C2C=CC=CC=2)(C2C=CC=CC=2)C2C=CC=CC=2)[P](C2C=CC=CC=2)(C2C=CC=CC=2)C2C=CC=CC=2)(C2C=CC=CC=2)C2C=CC=CC=2)=CC=1. The product is [CH:11]1([N:8]2[C:9]3[CH:10]=[C:2]([C:34]4[O:35][C:31]([CH:29]=[O:30])=[CH:32][CH:33]=4)[CH:3]=[C:4]([C:16]([NH:18][CH2:19][C:20]4[C:21](=[O:28])[NH:22][C:23]([CH3:27])=[CH:24][C:25]=4[CH3:26])=[O:17])[C:5]=3[CH:6]=[N:7]2)[CH2:15][CH2:14][CH2:13][CH2:12]1. The yield is 0.434.